This data is from Full USPTO retrosynthesis dataset with 1.9M reactions from patents (1976-2016). The task is: Predict the reactants needed to synthesize the given product. (1) Given the product [Br:1][C:2]1[CH:3]=[N:4][N:5]([CH2:7][C:8]2[CH:9]=[C:10]([OH:14])[CH:11]=[CH:12][CH:13]=2)[CH:6]=1, predict the reactants needed to synthesize it. The reactants are: [Br:1][C:2]1[CH:3]=[N:4][N:5]([CH2:7][C:8]2[CH:13]=[CH:12][CH:11]=[C:10]([O:14]C)[CH:9]=2)[CH:6]=1.B(Br)(Br)Br. (2) Given the product [Cl:1][C:2]1[C:3]([F:24])=[C:4]([NH:9][C:10]2[C:19]3[C:14](=[CH:15][C:16]([O:36][C@H:33]4[CH2:34][CH2:35][O:31][CH2:32]4)=[C:17]([N+:20]([O-:22])=[O:21])[CH:18]=3)[N:13]=[CH:12][N:11]=2)[CH:5]=[CH:6][C:7]=1[Cl:8], predict the reactants needed to synthesize it. The reactants are: [Cl:1][C:2]1[C:3]([F:24])=[C:4]([NH:9][C:10]2[C:19]3[C:14](=[CH:15][C:16](F)=[C:17]([N+:20]([O-:22])=[O:21])[CH:18]=3)[N:13]=[CH:12][N:11]=2)[CH:5]=[CH:6][C:7]=1[Cl:8].C[Si](C)(C)[O-].[K+].[O:31]1[CH2:35][CH2:34][C@H:33]([OH:36])[CH2:32]1.Cl. (3) Given the product [CH2:8]([C:7]1[C:35]([OH:36])=[C:24]([C:25]([O:27][CH3:28])=[O:26])[C:30](=[O:31])[NH:5][C:6]=1[C:15]1[CH:23]=[CH:22][C:18]([N:19]([CH3:21])[CH3:20])=[CH:17][CH:16]=1)[C:9]1[CH:14]=[CH:13][CH:12]=[CH:11][CH:10]=1, predict the reactants needed to synthesize it. The reactants are: C([N:5]=[C:6]([C:15]1[CH:23]=[CH:22][C:18]([N:19]([CH3:21])[CH3:20])=[CH:17][CH:16]=1)[CH2:7][CH2:8][C:9]1[CH:14]=[CH:13][CH:12]=[CH:11][CH:10]=1)(C)(C)C.[CH:24]([C:35](OCC)=[O:36])([C:30](OCC)=[O:31])[C:25]([O:27][CH2:28]C)=[O:26]. (4) Given the product [CH2:21]([O:1][C:2]1[C:10]2[CH:9]=[C:8]([C:11]3[O:12][C:13]([CH3:16])=[CH:14][N:15]=3)[S:7][C:6]=2[CH:5]=[CH:4][CH:3]=1)[C@H:22]1[O:24][CH2:23]1, predict the reactants needed to synthesize it. The reactants are: [OH:1][C:2]1[C:10]2[CH:9]=[C:8]([C:11]3[O:12][C:13]([CH3:16])=[CH:14][N:15]=3)[S:7][C:6]=2[CH:5]=[CH:4][CH:3]=1.S(C1C=CC([N+]([O-])=O)=CC=1)(O[CH2:21][C@H:22]1[O:24][CH2:23]1)(=O)=O.C(=O)([O-])[O-].[K+].[K+]. (5) Given the product [CH2:14]([O:16][C:17](=[O:22])[C:18]([OH:5])=[CH:12][C:8]1[CH:7]=[N:6][CH:11]=[CH:10][CH:9]=1)[CH3:15], predict the reactants needed to synthesize it. The reactants are: [H-].[Na+].CC[OH:5].[N:6]1[CH:11]=[CH:10][CH:9]=[C:8]([CH:12]=O)[CH:7]=1.[CH2:14]([O:16][C:17](=[O:22])[CH2:18]N(C)C)[CH3:15].COC(=O)CN(C)C. (6) The reactants are: C(=O)([O-])[O-].[Cs+].[Cs+].CN(C=O)C.[C:12]([O:16][C:17]([N:19]([C:31]([O:33][C:34]([CH3:37])([CH3:36])[CH3:35])=[O:32])[C:20]1[C:21]([C:27]([O:29][CH3:30])=[O:28])=[N:22][C:23](Br)=[CH:24][N:25]=1)=[O:18])([CH3:15])([CH3:14])[CH3:13].[NH:38]1[CH2:42][CH2:41][CH2:40][CH2:39]1. Given the product [C:12]([O:16][C:17]([N:19]([C:31]([O:33][C:34]([CH3:37])([CH3:36])[CH3:35])=[O:32])[C:20]1[C:21]([C:27]([O:29][CH3:30])=[O:28])=[N:22][C:23]([N:38]2[CH2:42][CH2:41][CH2:40][CH2:39]2)=[CH:24][N:25]=1)=[O:18])([CH3:15])([CH3:14])[CH3:13], predict the reactants needed to synthesize it. (7) Given the product [CH3:19][O:5][C:4](=[O:6])[C:3]1[CH:7]=[CH:8][C:9]([F:11])=[N:10][C:2]=1[F:1], predict the reactants needed to synthesize it. The reactants are: [F:1][C:2]1[N:10]=[C:9]([F:11])[CH:8]=[CH:7][C:3]=1[C:4]([OH:6])=[O:5].CO.S(=O)(=O)(O)O.[C:19](=O)([O-])[O-].[K+].[K+]. (8) The reactants are: Br[C:2]1[CH:3]=[C:4]2[C:31](=[CH:32][CH:33]=1)[O:30][C:29]([CH3:35])([CH3:34])[C:25]1([CH2:28][O:27][CH2:26]1)[C:5]12[CH2:9][O:8][C:7]([N:10](C(OC(C)(C)C)=O)C(OC(C)(C)C)=O)=[N:6]1.[NH:36]1[C:44]2[C:39](=[CH:40][C:41](B(O)O)=[CH:42][CH:43]=2)[CH:38]=[CH:37]1.C([O-])([O-])=O.[K+].[K+]. Given the product [NH:36]1[C:44]2[C:39](=[CH:40][C:41]([C:2]3[CH:3]=[C:4]4[C:31](=[CH:32][CH:33]=3)[O:30][C:29]([CH3:35])([CH3:34])[C:25]3([CH2:28][O:27][CH2:26]3)[C:5]34[CH2:9][O:8][C:7]([NH2:10])=[N:6]3)=[CH:42][CH:43]=2)[CH:38]=[CH:37]1, predict the reactants needed to synthesize it. (9) The reactants are: [CH:1]1([C:4](Cl)=[O:5])[CH2:3][CH2:2]1.[CH2:7]([O:9][C:10]([C:12]1[C:20]2[CH2:19][CH2:18][O:17][CH2:16][C:15]=2[S:14][C:13]=1[NH2:21])=[O:11])[CH3:8]. Given the product [CH2:7]([O:9][C:10]([C:12]1[C:20]2[CH2:19][CH2:18][O:17][CH2:16][C:15]=2[S:14][C:13]=1[NH:21][C:4]([CH:1]1[CH2:3][CH2:2]1)=[O:5])=[O:11])[CH3:8], predict the reactants needed to synthesize it. (10) Given the product [CH2:1]1[N:6]([C:7]2[CH:28]=[CH:27][C:10]([C:11]3[S:33][C:15]([C:17]4[CH:26]=[CH:25][C:20]([C:21]([O:23][CH3:24])=[O:22])=[CH:19][CH:18]=4)=[N:14][N:13]=3)=[CH:9][CH:8]=2)[CH2:5][CH2:4][N:3]2[CH2:29][CH2:30][CH2:31][CH:2]12, predict the reactants needed to synthesize it. The reactants are: [CH2:1]1[N:6]([C:7]2[CH:28]=[CH:27][C:10]([C:11]([NH:13][NH:14][C:15]([C:17]3[CH:26]=[CH:25][C:20]([C:21]([O:23][CH3:24])=[O:22])=[CH:19][CH:18]=3)=O)=O)=[CH:9][CH:8]=2)[CH2:5][CH2:4][N:3]2[CH2:29][CH2:30][CH2:31][CH:2]12.P12(SP3(SP(SP(S3)(S1)=S)(=S)S2)=S)=[S:33].O.[OH-].[Na+].